Dataset: Forward reaction prediction with 1.9M reactions from USPTO patents (1976-2016). Task: Predict the product of the given reaction. (1) Given the reactants O[C:2]1[C:11]2[C:6](=[N:7][CH:8]=[CH:9][CH:10]=2)[N:5]([C:12]2[CH:17]=[CH:16][CH:15]=[CH:14][CH:13]=2)[C:4](=[O:18])[C:3]=1[C:19](=O)[CH:20]([C:22]1[CH:27]=[CH:26][CH:25]=[CH:24][CH:23]=1)[CH3:21].O.[NH2:30][NH2:31].O, predict the reaction product. The product is: [C:12]1([N:5]2[C:6]3[N:7]=[CH:8][CH:9]=[CH:10][C:11]=3[C:2]3[NH:30][N:31]=[C:19]([CH:20]([C:22]4[CH:27]=[CH:26][CH:25]=[CH:24][CH:23]=4)[CH3:21])[C:3]=3[C:4]2=[O:18])[CH:17]=[CH:16][CH:15]=[CH:14][CH:13]=1. (2) The product is: [C:1]([N:4]1[C:13]2[C:8](=[CH:9][C:10]([C:26]3[CH:27]=[CH:28][C:23]([C:21]([O:20][CH3:19])=[O:22])=[CH:24][CH:25]=3)=[CH:11][CH:12]=2)[CH:7]([NH:15][CH:16]=[O:17])[CH2:6][CH:5]1[CH3:18])(=[O:3])[CH3:2]. Given the reactants [C:1]([N:4]1[C:13]2[C:8](=[CH:9][C:10](Br)=[CH:11][CH:12]=2)[CH:7]([NH:15][CH:16]=[O:17])[CH2:6][CH:5]1[CH3:18])(=[O:3])[CH3:2].[CH3:19][O:20][C:21]([C:23]1[CH:28]=[CH:27][C:26](B(O)O)=[CH:25][CH:24]=1)=[O:22].C([O-])([O-])=O.[Na+].[Na+], predict the reaction product. (3) Given the reactants [H-].C([Al+]CC(C)C)C(C)C.C([O:13][C:14](=O)[C:15]([CH3:29])=[CH:16][C:17]1[CH:22]=[CH:21][CH:20]=[C:19]([C:23]2([CH3:28])[O:27][CH2:26][CH2:25][O:24]2)[N:18]=1)C, predict the reaction product. The product is: [CH3:29]/[C:15](=[CH:16]\[C:17]1[CH:22]=[CH:21][CH:20]=[C:19]([C:23]2([CH3:28])[O:27][CH2:26][CH2:25][O:24]2)[N:18]=1)/[CH2:14][OH:13]. (4) Given the reactants F[C:2]1[CH:3]=[C:4]([CH:7]=[CH:8][CH:9]=1)[C:5]#[N:6].[NH:10]1[CH2:14][CH2:13][C@@H:12]([OH:15])[CH2:11]1.O, predict the reaction product. The product is: [OH:15][C@@H:12]1[CH2:13][CH2:14][N:10]([C:2]2[CH:3]=[C:4]([CH:7]=[CH:8][CH:9]=2)[C:5]#[N:6])[CH2:11]1. (5) Given the reactants [C:1](Cl)(=O)C.[CH2:5]([O:12][C:13]([NH:15][CH2:16][CH2:17][C@H:18]([OH:22])[C:19]([OH:21])=[O:20])=[O:14])[C:6]1[CH:11]=[CH:10][CH:9]=[CH:8][CH:7]=1.C(=O)([O-])O.[Na+], predict the reaction product. The product is: [CH3:1][O:20][C:19](=[O:21])[C:18](=[O:22])[CH2:17][CH2:16][NH:15][C:13]([O:12][CH2:5][C:6]1[CH:7]=[CH:8][CH:9]=[CH:10][CH:11]=1)=[O:14]. (6) Given the reactants [CH3:1][C:2]1[C:10]([C:11]2[S:12][C:13]([C:24]([O:26][CH2:27][CH3:28])=[O:25])=[C:14](OS(C(F)(F)F)(=O)=O)[N:15]=2)=[C:5]2[CH:6]=[CH:7][CH:8]=[CH:9][N:4]2[N:3]=1.[C:29]1(B2OC(C)(C)C(C)(C)O2)[CH2:34][CH2:33][CH2:32][CH2:31][CH:30]=1.C(=O)([O-])[O-].[Cs+].[Cs+].O, predict the reaction product. The product is: [C:29]1([C:14]2[N:15]=[C:11]([C:10]3[C:2]([CH3:1])=[N:3][N:4]4[CH:9]=[CH:8][CH:7]=[CH:6][C:5]=34)[S:12][C:13]=2[C:24]([O:26][CH2:27][CH3:28])=[O:25])[CH2:34][CH2:33][CH2:32][CH2:31][CH:30]=1. (7) Given the reactants [N+:1]([C:4]1[CH:5]=[C:6]([CH:8]=[CH:9][CH:10]=1)[NH2:7])([O-:3])=[O:2].[C:11]1([CH2:17][C:18](O)=[O:19])[CH:16]=[CH:15][CH:14]=[CH:13][CH:12]=1.ClCCl, predict the reaction product. The product is: [N+:1]([C:4]1[CH:5]=[C:6]([NH:7][C:18](=[O:19])[CH2:17][C:11]2[CH:16]=[CH:15][CH:14]=[CH:13][CH:12]=2)[CH:8]=[CH:9][CH:10]=1)([O-:3])=[O:2]. (8) Given the reactants [Cl:1][C:2]1[CH:7]=[CH:6][C:5]([C@H:8]2[CH2:13][CH2:12][C@H:11]([C:14](O)=O)[CH2:10][CH2:9]2)=[CH:4][CH:3]=1.C(#N)C.[C:20]1(=[O:31])[C:29]2[C:24](=[CH:25][CH:26]=[CH:27][CH:28]=2)[C:23](=[O:30])[CH:22]=C1.S(OOS([O-])(=O)=O)([O-])(=O)=O.[NH4+].[NH4+], predict the reaction product. The product is: [Cl:1][C:2]1[CH:3]=[CH:4][C:5]([CH:8]2[CH2:9][CH2:10][CH:11]([C:14]3[C:20](=[O:31])[C:29]4[C:24]([C:23](=[O:30])[CH:22]=3)=[CH:25][CH:26]=[CH:27][CH:28]=4)[CH2:12][CH2:13]2)=[CH:6][CH:7]=1. (9) Given the reactants [CH3:1]OC(OC)N(C)C.[CH:9]([N:22]1[CH2:25][C:24]([NH:29][CH3:30])([C:26]([NH2:28])=[O:27])[CH2:23]1)([C:16]1[CH:21]=[CH:20][CH:19]=[CH:18][CH:17]=1)[C:10]1[CH:15]=[CH:14][CH:13]=[CH:12][CH:11]=1, predict the reaction product. The product is: [CH:9]([N:22]1[CH2:25][C:24]2([C:26](=[O:27])[N:28]=[CH:30][N:29]2[CH3:1])[CH2:23]1)([C:10]1[CH:15]=[CH:14][CH:13]=[CH:12][CH:11]=1)[C:16]1[CH:21]=[CH:20][CH:19]=[CH:18][CH:17]=1.